From a dataset of Reaction yield outcomes from USPTO patents with 853,638 reactions. Predict the reaction yield, written as a fraction of the theoretical maximum amount of product (1.0 means a 100% yield; for example, 0.34 means a 34% yield). (1) The reactants are C(=O)([O-])[O-].[K+].[K+].C[Si]([C:11]#[C:12][C:13]1[CH:18]=[CH:17][C:16]([C:19]2([NH2:22])[CH2:21][CH2:20]2)=[CH:15][CH:14]=1)(C)C. The catalyst is CO. The product is [C:12]([C:13]1[CH:18]=[CH:17][C:16]([C:19]2([NH2:22])[CH2:20][CH2:21]2)=[CH:15][CH:14]=1)#[CH:11]. The yield is 0.760. (2) The reactants are [O:1]1[C:5]2[CH:6]=[CH:7][C:8]([C:10]3([C:13]([NH:15][C:16]4[CH:17]=[C:18]5[C:22](=[CH:23][CH:24]=4)[NH:21][C:20]([C:25]([CH3:28])([CH3:27])[CH3:26])=[C:19]5[CH:29]=O)=[O:14])[CH2:12][CH2:11]3)=[CH:9][C:4]=2[O:3][CH2:2]1.Cl.[NH2:32][OH:33]. The catalyst is ClCCl. The product is [O:1]1[C:5]2[CH:6]=[CH:7][C:8]([C:10]3([C:13]([NH:15][C:16]4[CH:17]=[C:18]5[C:22](=[CH:23][CH:24]=4)[NH:21][C:20]([C:25]([CH3:28])([CH3:26])[CH3:27])=[C:19]5/[CH:29]=[N:32]\[OH:33])=[O:14])[CH2:12][CH2:11]3)=[CH:9][C:4]=2[O:3][CH2:2]1. The yield is 0.770.